From a dataset of Forward reaction prediction with 1.9M reactions from USPTO patents (1976-2016). Predict the product of the given reaction. (1) Given the reactants [F:1][C:2]([F:17])([F:16])[C:3]([NH:5][C:6]1[C:15]2[C:10](=[CH:11][CH:12]=[CH:13][CH:14]=2)[CH:9]=[N:8][CH:7]=1)=[O:4].[C:18]([OH:21])(=[O:20])C, predict the reaction product. The product is: [F:17][C:2]([F:1])([F:16])[C:3]([NH:5][CH:6]1[CH:15]2[CH:10]([CH2:11][CH2:12][CH2:13][CH2:14]2)[CH2:9][N:8]([C:18]([O:21][C:10]([CH3:15])([CH3:11])[CH3:9])=[O:20])[CH2:7]1)=[O:4]. (2) Given the reactants [Cl:1][C:2]1[CH:3]=[C:4]2[C:12](=[CH:13][CH:14]=1)[N:11]([CH2:15][C:16]([C:19]1[CH:24]=[CH:23][N:22]=[CH:21][N:20]=1)(O)[CH3:17])[C:10]1[CH2:9][N:8]([CH3:25])[CH2:7][CH2:6][C:5]2=1.S(Cl)([Cl:28])=O, predict the reaction product. The product is: [Cl:1][C:2]1[CH:3]=[C:4]2[C:12](=[CH:13][CH:14]=1)[N:11]([CH2:15][C:16]([Cl:28])([C:19]1[CH:24]=[CH:23][N:22]=[CH:21][N:20]=1)[CH3:17])[C:10]1[CH2:9][N:8]([CH3:25])[CH2:7][CH2:6][C:5]2=1. (3) Given the reactants [O:1]1[CH2:5][CH2:4][NH:3][C:2]1=[O:6].[H-].[Na+].CS(O[CH2:14][CH2:15][O:16][C:17]1[CH:22]=[CH:21][C:20]([C:23]2[N:28]=[C:27]([C:29]#[N:30])[C:26]3[N:31]=[CH:32][N:33]([CH3:34])[C:25]=3[CH:24]=2)=[CH:19][C:18]=1[C:35]([F:38])([F:37])[F:36])(=O)=O, predict the reaction product. The product is: [CH3:34][N:33]1[C:25]2[CH:24]=[C:23]([C:20]3[CH:21]=[CH:22][C:17]([O:16][CH2:15][CH2:14][N:3]4[CH2:4][CH2:5][O:1][C:2]4=[O:6])=[C:18]([C:35]([F:37])([F:38])[F:36])[CH:19]=3)[N:28]=[C:27]([C:29]#[N:30])[C:26]=2[N:31]=[CH:32]1. (4) Given the reactants [N+:1]([C:4]1[CH:10]=[C:9]([N+:11]([O-:13])=[O:12])[CH:8]=[C:7](Br)[C:5]=1[NH2:6])([O-:3])=[O:2], predict the reaction product. The product is: [N+:1]([C:4]1[CH:10]=[C:9]([N+:11]([O-:13])=[O:12])[CH:8]=[C:7]([C:4]2[CH:10]=[CH:9][CH:8]=[CH:7][CH:5]=2)[C:5]=1[NH2:6])([O-:3])=[O:2]. (5) Given the reactants C([O:8][C:9]1[CH:14]=[CH:13][C:12]([O:15][CH2:16][CH2:17][O:18][CH2:19][CH2:20][CH3:21])=[CH:11][CH:10]=1)C1C=CC=CC=1.C(OCCOC1C=CC(O)=CC=1)(C)C, predict the reaction product. The product is: [CH2:19]([O:18][CH2:17][CH2:16][O:15][C:12]1[CH:11]=[CH:10][C:9]([OH:8])=[CH:14][CH:13]=1)[CH2:20][CH3:21]. (6) Given the reactants [CH3:1][CH:2]1[CH2:11][C:10]2[C:5](=[CH:6][CH:7]=[CH:8][CH:9]=2)[N:4]([C:12]2[CH:17]=[CH:16][CH:15]=[CH:14][CH:13]=2)[C:3]1=[O:18].I[CH2:20]C, predict the reaction product. The product is: [CH2:1]([CH:2]1[CH2:11][C:10]2[C:5](=[CH:6][CH:7]=[CH:8][CH:9]=2)[N:4]([C:12]2[CH:17]=[CH:16][CH:15]=[CH:14][CH:13]=2)[C:3]1=[O:18])[CH3:20]. (7) Given the reactants [F:1][C:2]([F:8])([F:7])[CH2:3][C:4](Cl)=[O:5].[Cl:9][C:10]1[C:15]([N:16]2[CH2:21][CH2:20][CH:19]([C:22]3[CH:27]=[CH:26][CH:25]=[CH:24][C:23]=3[F:28])[CH2:18][CH2:17]2)=[CH:14][N:13]=[N:12][C:11]=1[NH:29][NH2:30].C(=O)(O)[O-].[Na+], predict the reaction product. The product is: [Cl:9][C:10]1[C:15]([N:16]2[CH2:17][CH2:18][CH:19]([C:22]3[CH:27]=[CH:26][CH:25]=[CH:24][C:23]=3[F:28])[CH2:20][CH2:21]2)=[CH:14][N:13]=[N:12][C:11]=1[NH:29][NH:30][C:4](=[O:5])[CH2:3][C:2]([F:8])([F:7])[F:1]. (8) Given the reactants C(OC([N:8]1[CH2:13][CH2:12][N:11]([C:14]2[CH:15]=[N:16][C:17]([NH:20][C:21]3[N:22]=[CH:23][C:24]4[C:30]([CH3:31])=[C:29]([C:32]([O:34]CC)=[CH2:33])[C:28](=[O:37])[N:27]([CH:38]5[CH2:42][CH2:41][CH2:40][CH2:39]5)[C:25]=4[N:26]=3)=[CH:18][CH:19]=2)[CH2:10][C:9]1([CH3:44])C)=O)(C)(C)C.[Cl:45][CH2:46]Cl, predict the reaction product. The product is: [ClH:45].[C:32]([C:29]1[C:28](=[O:37])[N:27]([CH:38]2[CH2:42][CH2:41][CH2:40][CH2:39]2)[C:25]2[N:26]=[C:21]([NH:20][C:17]3[CH:18]=[CH:19][C:14]([N:11]4[CH2:10][CH:9]([CH3:44])[NH:8][CH:13]([CH3:46])[CH2:12]4)=[CH:15][N:16]=3)[N:22]=[CH:23][C:24]=2[C:30]=1[CH3:31])(=[O:34])[CH3:33]. (9) Given the reactants CC(C)([O-])C.[K+].I[CH2:8][CH2:9][CH2:10][S:11]([C:14]1[CH:15]=[C:16]([CH:38]=[CH:39][CH:40]=1)[O:17][C:18]1[CH:19]=[C:20]([N:24]2[C:28]3[CH:29]=[CH:30][CH:31]=[C:32]([C:33]([F:36])([F:35])[F:34])[C:27]=3[N:26]=[C:25]2[CH3:37])[CH:21]=[CH:22][CH:23]=1)(=[O:13])=[O:12].C(O)(=O)C.CO, predict the reaction product. The product is: [CH:10]1([S:11]([C:14]2[CH:15]=[C:16]([CH:38]=[CH:39][CH:40]=2)[O:17][C:18]2[CH:19]=[C:20]([N:24]3[C:28]4[CH:29]=[CH:30][CH:31]=[C:32]([C:33]([F:36])([F:35])[F:34])[C:27]=4[N:26]=[C:25]3[CH3:37])[CH:21]=[CH:22][CH:23]=2)(=[O:13])=[O:12])[CH2:8][CH2:9]1. (10) Given the reactants C(OC([NH:8][C:9]1[CH:14]=[CH:13][C:12]([CH:15]([CH2:21][CH2:22][CH:23]([F:25])[F:24])[C:16]([O:18][CH2:19][CH3:20])=[O:17])=[CH:11][C:10]=1[C:26](=O)[C:27]([N:29]1[CH2:37][C:36]2[C:31](=[CH:32][CH:33]=[CH:34][CH:35]=2)[CH2:30]1)=[O:28])=O)(C)(C)C.[F-].[Cs+].C[Si]([N:45]=[C:46]=[N:47][Si](C)(C)C)(C)C.Cl.C(=O)(O)[O-], predict the reaction product. The product is: [NH2:45][C:46]1[N:47]=[C:26]([C:27]([N:29]2[CH2:30][C:31]3[C:36](=[CH:35][CH:34]=[CH:33][CH:32]=3)[CH2:37]2)=[O:28])[C:10]2[C:9](=[CH:14][CH:13]=[C:12]([CH:15]([CH2:21][CH2:22][CH:23]([F:25])[F:24])[C:16]([O:18][CH2:19][CH3:20])=[O:17])[CH:11]=2)[N:8]=1.